Dataset: Catalyst prediction with 721,799 reactions and 888 catalyst types from USPTO. Task: Predict which catalyst facilitates the given reaction. (1) Reactant: [F:1][C:2]1[CH:7]=[C:6]([O:8]C)[CH:5]=[CH:4][C:3]=1[C:10]1[CH:11]([CH3:17])[CH2:12][C:13](=[O:16])[NH:14][N:15]=1.[Cl-].[Al+3].[Cl-].[Cl-].O. Product: [F:1][C:2]1[CH:7]=[C:6]([OH:8])[CH:5]=[CH:4][C:3]=1[C:10]1[CH:11]([CH3:17])[CH2:12][C:13](=[O:16])[NH:14][N:15]=1. The catalyst class is: 4. (2) Reactant: N1C=CC=CC=1.[C:7]([O:11][C:12](=[O:36])[NH:13][CH2:14][CH2:15][O:16][C:17]1[CH:22]=[CH:21][CH:20]=[C:19]([C:23]([NH:25][C:26]2[C:27]([CH3:35])=[CH:28][N:29]3[C:34]=2[CH:33]=[CH:32][CH:31]=[CH:30]3)=[O:24])[CH:18]=1)([CH3:10])([CH3:9])[CH3:8].Cl[C:38]([C:40]1[CH:41]=[CH:42][C:43]([NH:56][C:57](=[O:62])[C:58]([F:61])([F:60])[F:59])=[C:44]([CH:55]=1)[C:45]([O:47][CH2:48][C:49]1[CH:54]=[CH:53][CH:52]=[CH:51][CH:50]=1)=[O:46])=[O:39]. Product: [C:7]([O:11][C:12]([NH:13][CH2:14][CH2:15][O:16][C:17]1[CH:18]=[C:19]([CH:20]=[CH:21][CH:22]=1)[C:23]([NH:25][C:26]1[C:27]([CH3:35])=[C:28]([C:38]([C:40]2[CH:41]=[CH:42][C:43]([NH:56][C:57](=[O:62])[C:58]([F:61])([F:59])[F:60])=[C:44]([CH:55]=2)[C:45]([O:47][CH2:48][C:49]2[CH:54]=[CH:53][CH:52]=[CH:51][CH:50]=2)=[O:46])=[O:39])[N:29]2[C:34]=1[CH:33]=[CH:32][CH:31]=[CH:30]2)=[O:24])=[O:36])([CH3:10])([CH3:9])[CH3:8]. The catalyst class is: 4. (3) Reactant: [NH2:1][C:2]1[CH:7]=[CH:6][C:5]([Br:8])=[CH:4][N:3]=1.Br[CH2:10][C:11]([C:13]1[CH:18]=[CH:17][CH:16]=[C:15]([O:19][CH3:20])[CH:14]=1)=O.[OH-].[Na+]. Product: [Br:8][C:5]1[CH:6]=[CH:7][C:2]2[N:3]([CH:10]=[C:11]([C:13]3[CH:18]=[CH:17][CH:16]=[C:15]([O:19][CH3:20])[CH:14]=3)[N:1]=2)[CH:4]=1. The catalyst class is: 8. (4) Reactant: [H-].[Na+].[Br:3][C:4]1[CH:5]=[C:6]2[C:11](=[CH:12][CH:13]=1)[C:10](=[O:14])[NH:9][CH2:8][CH2:7]2.Br[CH2:16][CH2:17][CH3:18]. Product: [Br:3][C:4]1[CH:5]=[C:6]2[C:11](=[CH:12][CH:13]=1)[C:10](=[O:14])[N:9]([CH2:16][CH2:17][CH3:18])[CH2:8][CH2:7]2. The catalyst class is: 3. (5) Reactant: Cl[CH:2]([CH3:15])[C:3]([NH:5][C@H:6]([C:9]1[CH:14]=[CH:13][CH:12]=[CH:11][CH:10]=1)[CH2:7][OH:8])=[O:4].CC(C)([O-])C.[K+].Cl. Product: [CH3:15][C@H:2]1[O:8][CH2:7][C@@H:6]([C:9]2[CH:14]=[CH:13][CH:12]=[CH:11][CH:10]=2)[NH:5][C:3]1=[O:4]. The catalyst class is: 107. (6) Reactant: [CH2:1]([O:3][C:4]([C:6]1[CH:10]=[N:9][N:8]2[CH:11]=[CH:12][NH:13][C:7]=12)=[O:5])[CH3:2].S(=O)(=O)(O)O. Product: [CH2:1]([O:3][C:4]([C:6]1[CH:10]=[N:9][N:8]([CH2:11][CH:12]([O:5][CH2:4][CH3:6])[O:3][CH2:1][CH3:2])[C:7]=1[NH2:13])=[O:5])[CH3:2]. The catalyst class is: 8. (7) Reactant: [CH3:1][O:2][C:3]1[CH:8]=[C:7]([N:9]2[CH2:14][CH2:13][N:12]([CH3:15])[CH2:11][CH2:10]2)[CH:6]=[CH:5][C:4]=1[NH:16][C:17]1[S:21][C:20]([C:22]([O:24]CC)=[O:23])=[N:19][N:18]=1.O[Li].O. Product: [CH3:1][O:2][C:3]1[CH:8]=[C:7]([N:9]2[CH2:10][CH2:11][N:12]([CH3:15])[CH2:13][CH2:14]2)[CH:6]=[CH:5][C:4]=1[NH:16][C:17]1[S:21][C:20]([C:22]([OH:24])=[O:23])=[N:19][N:18]=1. The catalyst class is: 20. (8) Reactant: C([N:8]1[C:12]2[N:13]=[C:14]([NH:28][C:29]3[CH:34]=[CH:33][C:32]([C:35]#[N:36])=[CH:31][CH:30]=3)[N:15]=[C:16]([O:17][C:18]3[C:25]([CH3:26])=[CH:24][C:21]([C:22]#[N:23])=[CH:20][C:19]=3[CH3:27])[C:11]=2[CH:10]=[CH:9]1)C1C=CC=CC=1.[Cl-].[Al+3].[Cl-].[Cl-]. Product: [C:35]([C:32]1[CH:33]=[CH:34][C:29]([NH:28][C:14]2[N:15]=[C:16]([O:17][C:18]3[C:19]([CH3:27])=[CH:20][C:21]([C:22]#[N:23])=[CH:24][C:25]=3[CH3:26])[C:11]3[CH:10]=[CH:9][NH:8][C:12]=3[N:13]=2)=[CH:30][CH:31]=1)#[N:36]. The catalyst class is: 262. (9) Reactant: [F:1][C:2]1[CH:7]=[C:6]([I:8])[CH:5]=[CH:4][C:3]=1[NH:9][C:10]1[N:11]([CH3:34])[C:12](=[O:33])[C:13]([CH3:32])=[C:14]2[C:19]=1[C:18](=[O:20])[NH:17][C:16](=[O:21])[N:15]2[C:22]1[CH:23]=[C:24]([NH:28][C:29](=[O:31])[CH3:30])[CH:25]=[CH:26][CH:27]=1.[CH2:35]([O:42][CH2:43][CH2:44][CH2:45][CH2:46]O)[C:36]1[CH:41]=[CH:40][CH:39]=[CH:38][CH:37]=1.C1(P(C2C=CC=CC=2)C2C=CC=CC=2)C=CC=CC=1.N(C(OC(C)C)=O)=NC(OC(C)C)=O. Product: [CH2:35]([O:42][CH2:43][CH2:44][CH2:45][CH2:46][N:17]1[C:18](=[O:20])[C:19]2=[C:10]([NH:9][C:3]3[CH:4]=[CH:5][C:6]([I:8])=[CH:7][C:2]=3[F:1])[N:11]([CH3:34])[C:12](=[O:33])[C:13]([CH3:32])=[C:14]2[N:15]([C:22]2[CH:23]=[C:24]([NH:28][C:29](=[O:31])[CH3:30])[CH:25]=[CH:26][CH:27]=2)[C:16]1=[O:21])[C:36]1[CH:41]=[CH:40][CH:39]=[CH:38][CH:37]=1. The catalyst class is: 355. (10) The catalyst class is: 1. Product: [C:1]([NH:8][C:9]1[N:14]2[C:15]3[N:21]=[CH:20][CH:19]=[C:18]([O:22][CH3:23])[C:16]=3[CH:17]=[C:13]2[CH:12]=[CH:11][N:10]=1)(=[O:3])[CH3:2]. Reactant: [C:1](OC(=O)C)(=[O:3])[CH3:2].[NH2:8][C:9]1[N:14]2[C:15]3[N:21]=[CH:20][CH:19]=[C:18]([O:22][CH3:23])[C:16]=3[CH:17]=[C:13]2[CH:12]=[CH:11][N:10]=1.